Dataset: Ames mutagenicity test results for genotoxicity prediction. Task: Regression/Classification. Given a drug SMILES string, predict its toxicity properties. Task type varies by dataset: regression for continuous values (e.g., LD50, hERG inhibition percentage) or binary classification for toxic/non-toxic outcomes (e.g., AMES mutagenicity, cardiotoxicity, hepatotoxicity). Dataset: ames. (1) The drug is Cc1c([N+](=O)[O-])cc2c(c1[N+](=O)[O-])C(C)(C)CC2(C)C. The result is 0 (non-mutagenic). (2) The drug is C=C1/C(=C/C=C2\CCCC3(C)C2CCC3C(C)/C=C/C(O)C2CC2)CC(O)CC1O. The result is 0 (non-mutagenic). (3) The molecule is c1ccc2c(c1)cc1ccc3cccc4ncc2c1c34. The result is 1 (mutagenic). (4) The molecule is ON1c2ccccc2/C(=N\c2ccccc2)C1(c1ccccc1)c1ccccc1. The result is 0 (non-mutagenic).